This data is from Full USPTO retrosynthesis dataset with 1.9M reactions from patents (1976-2016). The task is: Predict the reactants needed to synthesize the given product. (1) Given the product [Br:31][C:29]1[CH:28]=[CH:27][C:26]([F:32])=[C:25]([C@:14]23[CH2:16][O:17][C@H:18]([C:19]([CH:34]4[CH2:33][CH2:37]4)=[O:20])[CH:13]2[CH2:12][S:11][C:10]([NH:9][C:1](=[O:8])[C:2]2[CH:3]=[CH:4][CH:5]=[CH:6][CH:7]=2)=[N:15]3)[CH:30]=1, predict the reactants needed to synthesize it. The reactants are: [C:1]([NH:9][C:10]1[S:11][CH2:12][C@@H:13]2[C@@H:18]([C:19](N(OC)C)=[O:20])[O:17][CH2:16][C@:14]2([C:25]2[CH:30]=[C:29]([Br:31])[CH:28]=[CH:27][C:26]=2[F:32])[N:15]=1)(=[O:8])[C:2]1[CH:7]=[CH:6][CH:5]=[CH:4][CH:3]=1.[CH2:33]1[CH2:37]OC[CH2:34]1. (2) Given the product [I-:36].[CH2:39]([O:35][C:14]1[CH:15]=[C:16]([NH:19][C:20]2[S:21][C:22]3[CH2:28][CH2:27][CH2:26][CH:25]([C:29]4[CH:30]=[CH:31][CH:32]=[CH:33][CH:34]=4)[C:23]=3[N:24]=2)[CH:17]=[CH:18][C:13]=1[N:11]1[CH:12]=[C:8]([CH3:7])[N+:9]([CH2:37][CH3:38])=[CH:10]1)[CH3:40], predict the reactants needed to synthesize it. The reactants are: C(=O)([O-])[O-].[K+].[K+].[CH3:7][C:8]1[N:9]=[CH:10][N:11]([C:13]2[CH:18]=[CH:17][C:16]([NH:19][C:20]3[S:21][C:22]4[CH2:28][CH2:27][CH2:26][CH:25]([C:29]5[CH:34]=[CH:33][CH:32]=[CH:31][CH:30]=5)[C:23]=4[N:24]=3)=[CH:15][C:14]=2[OH:35])[CH:12]=1.[I:36][CH2:37][CH3:38].[C:39](#N)[CH3:40]. (3) Given the product [CH2:1]([C:3]1[CH:11]=[CH:10][C:6]([C:7]2[C:36]([C:37]3[NH:38][CH:39]=[CH:40][N:41]=3)=[CH:35][N:34]=[C:33]([NH:42][CH2:43][CH2:44][NH:45][C:13]3[CH:18]=[CH:17][C:16]([C:19]([F:22])([F:21])[F:20])=[CH:15][N:14]=3)[N:32]=2)=[CH:5][CH:4]=1)[CH3:2], predict the reactants needed to synthesize it. The reactants are: [CH2:1]([C:3]1[CH:11]=[CH:10][C:6]([C:7](Cl)=O)=[CH:5][CH:4]=1)[CH3:2].Cl[C:13]1[CH:18]=[CH:17][C:16]([C:19]([F:22])([F:21])[F:20])=[CH:15][N:14]=1.ClC1C=C(Cl)C=CC=1C1[C:36]([C:37]2[NH:38][CH:39]=[CH:40][N:41]=2)=[CH:35][N:34]=[C:33]([NH:42][CH2:43][CH2:44][NH:45]C2C=CC([N+]([O-])=O)=CN=2)[N:32]=1.